Dataset: Catalyst prediction with 721,799 reactions and 888 catalyst types from USPTO. Task: Predict which catalyst facilitates the given reaction. Reactant: [Cl:1][C:2]1[CH:7]=[CH:6][N:5]=[CH:4][C:3]=1[NH2:8].CCN(CC)CC.Cl[C:17](=[O:23])[C:18]([O:20][CH2:21][CH3:22])=[O:19]. Product: [Cl:1][C:2]1[CH:7]=[CH:6][N:5]=[CH:4][C:3]=1[NH:8][C:17](=[O:23])[C:18]([O:20][CH2:21][CH3:22])=[O:19]. The catalyst class is: 1.